Dataset: Forward reaction prediction with 1.9M reactions from USPTO patents (1976-2016). Task: Predict the product of the given reaction. (1) Given the reactants [CH3:1][N:2]1[C:14]2[CH2:13][CH2:12][CH:11]([CH:15]3[CH2:20][CH2:19][O:18][CH2:17][CH2:16]3)[CH2:10][C:9]=2[C:8]2[C:3]1=[CH:4][CH:5]=[C:6]([C:21]([OH:23])=O)[CH:7]=2.[C:24]([NH:31][CH:32]1[CH2:37][CH2:36][NH:35][CH2:34][CH2:33]1)([O:26][C:27]([CH3:30])([CH3:29])[CH3:28])=[O:25].C(N(CC)C(C)C)(C)C, predict the reaction product. The product is: [CH3:1][N:2]1[C:14]2[CH2:9][CH2:10][CH:11]([CH:15]3[CH2:20][CH2:19][O:18][CH2:17][CH2:16]3)[CH2:12][C:13]=2[C:8]2[C:3]1=[CH:4][CH:5]=[C:6]([C:21]([N:35]1[CH2:34][CH2:33][CH:32]([NH:31][C:24](=[O:25])[O:26][C:27]([CH3:29])([CH3:28])[CH3:30])[CH2:37][CH2:36]1)=[O:23])[CH:7]=2. (2) Given the reactants C(OC([N:8]1[CH2:13][CH2:12][N:11]([C:14]2[CH:19]=[CH:18][C:17]([N+:20]([O-:22])=[O:21])=[CH:16][N:15]=2)[CH2:10][CH2:9]1)=O)(C)(C)C.C(O)(C(F)(F)F)=O, predict the reaction product. The product is: [N+:20]([C:17]1[CH:18]=[CH:19][C:14]([N:11]2[CH2:10][CH2:9][NH:8][CH2:13][CH2:12]2)=[N:15][CH:16]=1)([O-:22])=[O:21]. (3) Given the reactants [CH3:1][C:2]1[CH:3]=[C:4]([CH:7]=[C:8]([CH3:12])[C:9]=1[O:10][CH3:11])[CH:5]=O.[F:13][C:14]1[CH:15]=[C:16]2[C:20](=[CH:21][CH:22]=1)[NH:19][C:18](=[O:23])[CH2:17]2, predict the reaction product. The product is: [F:13][C:14]1[CH:15]=[C:16]2[C:20](=[CH:21][CH:22]=1)[NH:19][C:18](=[O:23])[C:17]2=[CH:5][C:4]1[CH:3]=[C:2]([CH3:1])[C:9]([O:10][CH3:11])=[C:8]([CH3:12])[CH:7]=1. (4) Given the reactants Cl.[CH2:2]([C:6]1[CH:24]=[CH:23][C:9]([CH2:10][NH:11][CH2:12][CH2:13][C:14]2[CH:19]=[CH:18][C:17]([Cl:20])=[C:16]([CH2:21][CH3:22])[CH:15]=2)=[CH:8][CH:7]=1)[CH:3]([CH3:5])[CH3:4].[Cl:25][C:26]1[C:27]([F:39])=[C:28]([CH:32]=[C:33]([C:35]([F:38])([F:37])[F:36])[CH:34]=1)[C:29](O)=[O:30].CN(C(ON1N=NC2C=CC=CC1=2)=[N+](C)C)C.F[P-](F)(F)(F)(F)F.CCN(CC)CC, predict the reaction product. The product is: [CH2:2]([C:6]1[CH:24]=[CH:23][C:9]([CH2:10][N:11]([CH2:12][CH2:13][C:14]2[CH:19]=[CH:18][C:17]([Cl:20])=[C:16]([CH2:21][CH3:22])[CH:15]=2)[C:29](=[O:30])[C:28]2[CH:32]=[C:33]([C:35]([F:36])([F:37])[F:38])[CH:34]=[C:26]([Cl:25])[C:27]=2[F:39])=[CH:8][CH:7]=1)[CH:3]([CH3:4])[CH3:5]. (5) Given the reactants [Br:1][C:2]1[CH:9]=[CH:8][C:7]([CH2:10]O)=[CH:6][C:3]=1[C:4]#[N:5].S(Cl)([Cl:14])=O.CN(C=O)C.C([O-])(O)=O.[Na+], predict the reaction product. The product is: [Br:1][C:2]1[CH:9]=[CH:8][C:7]([CH2:10][Cl:14])=[CH:6][C:3]=1[C:4]#[N:5]. (6) Given the reactants [NH:1]1[CH:5]=[N:4][CH:3]=[N:2]1.C(=O)([O-])[O-].[K+].[K+].[Cl:12][C:13]1[CH:14]=[N:15][CH:16]=[CH:17][C:18]=1[CH2:19][C:20]1([C:23]2([Cl:26])[CH2:25][CH2:24]2)[CH2:22][O:21]1.CC([O-])(C)C.[K+], predict the reaction product. The product is: [Cl:26][C:23]1([C:20]([OH:21])([CH2:22][N:1]2[CH:5]=[N:4][CH:3]=[N:2]2)[CH2:19][C:18]2[CH:17]=[CH:16][N:15]=[CH:14][C:13]=2[Cl:12])[CH2:25][CH2:24]1. (7) The product is: [CH3:16][C:13]1[N:12]=[CH:11][C:10]([C@H:8]([NH:7][C:5]([C:4]2[CH:3]=[C:2]([C:31]3[CH:32]=[CH:33][CH:34]=[CH:35][C:30]=3[CH2:29][O:28][CH3:27])[CH:19]=[C:18]([C:20]3[CH:25]=[CH:24][C:23]([CH3:26])=[CH:22][N:21]=3)[CH:17]=2)=[O:6])[CH3:9])=[CH:15][N:14]=1. Given the reactants Br[C:2]1[CH:3]=[C:4]([CH:17]=[C:18]([C:20]2[CH:25]=[CH:24][C:23]([CH3:26])=[CH:22][N:21]=2)[CH:19]=1)[C:5]([NH:7][C@@H:8]([C:10]1[CH:11]=[N:12][C:13]([CH3:16])=[N:14][CH:15]=1)[CH3:9])=[O:6].[CH3:27][O:28][CH2:29][C:30]1[CH:35]=[CH:34][CH:33]=[CH:32][C:31]=1B(O)O.C(=O)([O-])[O-].[Cs+].[Cs+].O.CN(C)C=O, predict the reaction product. (8) Given the reactants C1(P(C2C=CC=CC=2)C2C=CC=CC=2)C=CC=CC=1.[N:20]([CH2:23][CH:24]([OH:42])[CH2:25][N:26]1[CH2:31][CH2:30][CH:29]([CH2:32][C:33]2[CH:38]=[C:37]([O:39][CH3:40])[CH:36]=[CH:35][C:34]=2[Br:41])[CH2:28][CH2:27]1)=[N+]=[N-], predict the reaction product. The product is: [NH2:20][CH2:23][CH:24]([OH:42])[CH2:25][N:26]1[CH2:31][CH2:30][CH:29]([CH2:32][C:33]2[CH:38]=[C:37]([O:39][CH3:40])[CH:36]=[CH:35][C:34]=2[Br:41])[CH2:28][CH2:27]1.